From a dataset of NCI-60 drug combinations with 297,098 pairs across 59 cell lines. Regression. Given two drug SMILES strings and cell line genomic features, predict the synergy score measuring deviation from expected non-interaction effect. (1) Drug 1: C1=CC=C(C=C1)NC(=O)CCCCCCC(=O)NO. Drug 2: C1CN1C2=NC(=NC(=N2)N3CC3)N4CC4. Cell line: A549. Synergy scores: CSS=48.2, Synergy_ZIP=-0.387, Synergy_Bliss=0.496, Synergy_Loewe=1.07, Synergy_HSA=5.47. (2) Drug 1: B(C(CC(C)C)NC(=O)C(CC1=CC=CC=C1)NC(=O)C2=NC=CN=C2)(O)O. Drug 2: CC1C(C(CC(O1)OC2CC(CC3=C2C(=C4C(=C3O)C(=O)C5=CC=CC=C5C4=O)O)(C(=O)C)O)N)O. Cell line: BT-549. Synergy scores: CSS=55.3, Synergy_ZIP=1.31, Synergy_Bliss=-0.555, Synergy_Loewe=0.679, Synergy_HSA=1.84. (3) Drug 1: CS(=O)(=O)CCNCC1=CC=C(O1)C2=CC3=C(C=C2)N=CN=C3NC4=CC(=C(C=C4)OCC5=CC(=CC=C5)F)Cl. Drug 2: C1CNP(=O)(OC1)N(CCCl)CCCl. Cell line: U251. Synergy scores: CSS=7.24, Synergy_ZIP=-2.70, Synergy_Bliss=-1.61, Synergy_Loewe=0.240, Synergy_HSA=0.873. (4) Drug 1: C1C(C(OC1N2C=NC(=NC2=O)N)CO)O. Drug 2: N.N.Cl[Pt+2]Cl. Cell line: M14. Synergy scores: CSS=15.3, Synergy_ZIP=4.35, Synergy_Bliss=3.10, Synergy_Loewe=-2.04, Synergy_HSA=-1.66. (5) Synergy scores: CSS=7.92, Synergy_ZIP=-2.15, Synergy_Bliss=0.0974, Synergy_Loewe=4.00, Synergy_HSA=-1.19. Drug 2: C1CNP(=O)(OC1)N(CCCl)CCCl. Drug 1: CCN(CC)CCNC(=O)C1=C(NC(=C1C)C=C2C3=C(C=CC(=C3)F)NC2=O)C. Cell line: UACC62.